Dataset: Catalyst prediction with 721,799 reactions and 888 catalyst types from USPTO. Task: Predict which catalyst facilitates the given reaction. (1) Reactant: [C:1]([C:3]1[C:4]([NH:34][CH2:35][CH2:36][O:37][CH3:38])=[CH:5][C:6]([NH:9][C:10]([N:12]2[C:21]3[C:16](=[CH:17][C:18]([C:27]4[C:28]([CH3:33])=[N:29][N:30]([CH3:32])[CH:31]=4)=[C:19]([CH:22](OC)[O:23]C)[N:20]=3)[CH2:15][CH2:14][CH2:13]2)=[O:11])=[N:7][CH:8]=1)#[N:2].Cl. Product: [C:1]([C:3]1[C:4]([NH:34][CH2:35][CH2:36][O:37][CH3:38])=[CH:5][C:6]([NH:9][C:10]([N:12]2[C:21]3[C:16](=[CH:17][C:18]([C:27]4[C:28]([CH3:33])=[N:29][N:30]([CH3:32])[CH:31]=4)=[C:19]([CH:22]=[O:23])[N:20]=3)[CH2:15][CH2:14][CH2:13]2)=[O:11])=[N:7][CH:8]=1)#[N:2]. The catalyst class is: 20. (2) Reactant: CC(C)(C)C(Cl)=O.[Cl:8][C:9]1[CH:14]=[CH:13][C:12]([CH2:15][C:16]([OH:18])=O)=[CH:11][C:10]=1[F:19].[Li]CCCC.[CH2:25]([C@@H:32]1[CH2:36][O:35][C:34](=[O:37])[NH:33]1)[C:26]1[CH:31]=[CH:30][CH:29]=[CH:28][CH:27]=1. The catalyst class is: 1. Product: [CH2:25]([C@@H:32]1[CH2:36][O:35][C:34](=[O:37])[N:33]1[C:16](=[O:18])[CH2:15][C:12]1[CH:13]=[CH:14][C:9]([Cl:8])=[C:10]([F:19])[CH:11]=1)[C:26]1[CH:27]=[CH:28][CH:29]=[CH:30][CH:31]=1. (3) Reactant: [F:1][C:2]1[C:3]([F:28])=[C:4]2[O:9][CH2:8][C:7]3([CH2:13][CH2:12][O:11][CH2:10]3)[N:6]3[CH:14]=[C:15]([C:23]([O:25][CH2:26][CH3:27])=[O:24])[C:16](=[O:22])[C:17]([C:18]=1[N+:19]([O-])=O)=[C:5]23. Product: [NH2:19][C:18]1[C:17]2[C:16](=[O:22])[C:15]([C:23]([O:25][CH2:26][CH3:27])=[O:24])=[CH:14][N:6]3[C:7]4([CH2:13][CH2:12][O:11][CH2:10]4)[CH2:8][O:9][C:4]([C:5]=23)=[C:3]([F:28])[C:2]=1[F:1]. The catalyst class is: 409. (4) Reactant: Br[CH:2]1[CH2:6][CH2:5][N:4]([C:7]2[CH:8]=[N:9][N:10]([C:15]3[CH:20]=[CH:19][C:18]([Cl:21])=[CH:17][CH:16]=3)[C:11]=2[CH:12]([CH3:14])[CH3:13])[C:3]1=[O:22].[CH3:23][C:24]1[NH:25][CH:26]=[C:27]([C:29]([F:32])([F:31])[F:30])[N:28]=1.C([O-])([O-])=O.[K+].[K+]. Product: [Cl:21][C:18]1[CH:19]=[CH:20][C:15]([N:10]2[C:11]([CH:12]([CH3:14])[CH3:13])=[C:7]([N:4]3[CH2:5][CH2:6][CH:2]([N:25]4[CH:26]=[C:27]([C:29]([F:32])([F:31])[F:30])[N:28]=[C:24]4[CH3:23])[C:3]3=[O:22])[CH:8]=[N:9]2)=[CH:16][CH:17]=1. The catalyst class is: 3. (5) Reactant: [NH2:1][C:2]1[N:7]=[C:6]([N:8]2[CH2:22][CH2:21][C:11]3([CH2:15][NH:14][C@H:13]([C:16]([O:18]CC)=[O:17])[CH2:12]3)[CH2:10][CH2:9]2)[CH:5]=[C:4]([O:23][C@H:24]([C:29]2[CH:34]=[CH:33][C:32]([C:35]3[CH:40]=[CH:39][CH:38]=[CH:37][CH:36]=3)=[CH:31][C:30]=2[N:41]2[CH:45]=[CH:44][C:43]([CH3:46])=[N:42]2)[C:25]([F:28])([F:27])[F:26])[N:3]=1.O.[OH-].[Li+].Cl. Product: [NH2:1][C:2]1[N:7]=[C:6]([N:8]2[CH2:9][CH2:10][C:11]3([CH2:15][NH:14][C@H:13]([C:16]([OH:18])=[O:17])[CH2:12]3)[CH2:21][CH2:22]2)[CH:5]=[C:4]([O:23][C@H:24]([C:29]2[CH:34]=[CH:33][C:32]([C:35]3[CH:36]=[CH:37][CH:38]=[CH:39][CH:40]=3)=[CH:31][C:30]=2[N:41]2[CH:45]=[CH:44][C:43]([CH3:46])=[N:42]2)[C:25]([F:28])([F:27])[F:26])[N:3]=1. The catalyst class is: 20.